From a dataset of Catalyst prediction with 721,799 reactions and 888 catalyst types from USPTO. Predict which catalyst facilitates the given reaction. (1) Reactant: [C:1]1(=[O:11])[CH2:10][CH2:9][CH2:8][CH2:7][CH2:6][CH2:5][CH2:4][CH2:3][CH2:2]1.[N-:12]=[N+]=[N-].[Na+].[OH-].[Na+]. Product: [C:1]1(=[O:11])[CH2:2][CH2:3][CH2:4][CH2:5][CH2:6][CH2:7][CH2:8][CH2:9][CH2:10][NH:12]1. The catalyst class is: 445. (2) Reactant: [C:1]([C:7]1[CH:16]=[CH:15][C:14]2[C:13]([NH:17][CH2:18][CH2:19][CH2:20][CH2:21][CH3:22])=[C:12]([C:23]#[C:24][CH2:25][CH2:26][CH2:27][CH3:28])[CH:11]=[CH:10][C:9]=2[C:8]=1[NH:29][CH2:30][CH2:31][CH2:32][CH2:33][CH3:34])#[C:2][CH2:3][CH2:4][CH2:5][CH3:6].[OH-].[K+]. Product: [CH2:25]([C:24]1[N:17]([CH2:18][CH2:19][CH2:20][CH2:21][CH3:22])[C:13]2[C:14]3[CH:15]=[CH:16][C:7]4[CH:1]=[C:2]([CH2:3][CH2:4][CH2:5][CH3:6])[N:29]([CH2:30][CH2:31][CH2:32][CH2:33][CH3:34])[C:8]=4[C:9]=3[CH:10]=[CH:11][C:12]=2[CH:23]=1)[CH2:26][CH2:27][CH3:28]. The catalyst class is: 16. (3) Reactant: [S:1]1[CH:5]=[CH:4][CH:3]=[C:2]1[CH2:6][OH:7].C(N(CC)CC)C.[CH3:15][S:16](Cl)(=[O:18])=[O:17].[Cl-].[NH4+]. Product: [CH3:15][S:16]([O:7][CH2:6][C:2]1[S:1][CH:5]=[CH:4][CH:3]=1)(=[O:18])=[O:17]. The catalyst class is: 7. (4) Reactant: [Br:1][C:2]1[CH:3]=[C:4]([N+:11]([O-])=O)[C:5]([OH:10])=[C:6]([CH:9]=1)[C:7]#[N:8].S(S([O-])=O)([O-])=O.[Na+].[Na+]. Product: [NH2:11][C:4]1[C:5]([OH:10])=[C:6]([CH:9]=[C:2]([Br:1])[CH:3]=1)[C:7]#[N:8]. The catalyst class is: 40.